From a dataset of Reaction yield outcomes from USPTO patents with 853,638 reactions. Predict the reaction yield, written as a fraction of the theoretical maximum amount of product (1.0 means a 100% yield; for example, 0.34 means a 34% yield). The reactants are [Cl:1][C:2]1[CH:7]=[CH:6][C:5]([NH:8]C(=O)OC(C)(C)C)=[CH:4][C:3]=1[NH:16][C:17](=[O:21])[CH:18]([CH3:20])[CH3:19].NC1C=C(NC(=O)OC(C)(C)C)C=CC=1Cl.C(Cl)(=O)C(C)C.C(N(CC)C(C)C)(C)C. The catalyst is ClCCl.C(#N)C. The product is [NH2:8][C:5]1[CH:6]=[CH:7][C:2]([Cl:1])=[C:3]([NH:16][C:17](=[O:21])[CH:18]([CH3:19])[CH3:20])[CH:4]=1. The yield is 0.720.